This data is from Full USPTO retrosynthesis dataset with 1.9M reactions from patents (1976-2016). The task is: Predict the reactants needed to synthesize the given product. Given the product [F:29][CH:30]([F:35])[S:31]([N:13]1[C:14]2[C:19](=[CH:18][C:17]([O:20][CH3:21])=[CH:16][CH:15]=2)[CH:11]([C:5]2[N:4]=[C:3]([O:2][CH3:1])[N:8]=[C:7]([O:9][CH3:10])[N:6]=2)[C:12]1=[O:22])(=[O:33])=[O:32], predict the reactants needed to synthesize it. The reactants are: [CH3:1][O:2][C:3]1[N:8]=[C:7]([O:9][CH3:10])[N:6]=[C:5]([CH:11]2[C:19]3[C:14](=[CH:15][CH:16]=[C:17]([O:20][CH3:21])[CH:18]=3)[NH:13][C:12]2=[O:22])[N:4]=1.CN1C=CN=C1.[F:29][CH:30]([F:35])[S:31](Cl)(=[O:33])=[O:32].O.